Task: Predict the reactants needed to synthesize the given product.. Dataset: Full USPTO retrosynthesis dataset with 1.9M reactions from patents (1976-2016) (1) Given the product [Br:1][C:2]1[C:3]2[S:14][C:13]([C:12]([O:16][CH2:17][CH3:18])=[O:15])=[CH:5][C:4]=2[C:7]([F:10])=[CH:8][CH:9]=1, predict the reactants needed to synthesize it. The reactants are: [Br:1][C:2]1[C:3](F)=[C:4]([C:7]([F:10])=[CH:8][CH:9]=1)[CH:5]=O.[C:12]([O:16][CH2:17][CH3:18])(=[O:15])[CH2:13][SH:14].C(N(CC)CC)C.Cl. (2) Given the product [CH:16]1([C@H:11]([NH:10][C:8]([C:5]2[C:4]([NH:22][C:23]([NH:25][C:26]3[C:31]([CH3:32])=[CH:30][C:29]([CH3:33])=[CH:28][C:27]=3[CH3:34])=[O:24])=[CH:3][C:2]([C:35]3[CH:40]=[CH:39][CH:38]=[CH:37][CH:36]=3)=[CH:7][N:6]=2)=[O:9])[C:12]([OH:14])=[O:13])[CH2:21][CH2:20][CH2:19][CH2:18][CH2:17]1, predict the reactants needed to synthesize it. The reactants are: Cl[C:2]1[CH:3]=[C:4]([NH:22][C:23]([NH:25][C:26]2[C:31]([CH3:32])=[CH:30][C:29]([CH3:33])=[CH:28][C:27]=2[CH3:34])=[O:24])[C:5]([C:8]([NH:10][C@@H:11]([CH:16]2[CH2:21][CH2:20][CH2:19][CH2:18][CH2:17]2)[C:12]([O:14]C)=[O:13])=[O:9])=[N:6][CH:7]=1.[C:35]1(B(O)O)[CH:40]=[CH:39][CH:38]=[CH:37][CH:36]=1.C([O-])([O-])=O.[Na+].[Na+].[Li+].[OH-].Cl. (3) Given the product [C:1]([O:5][C:6](=[O:14])[C:7]1[CH:12]=[CH:11][CH:10]=[C:9]([O:13][CH2:32][CH2:31][CH2:30][CH2:29][CH2:28][CH2:27][CH2:26][CH2:25][CH2:24][CH2:23][CH2:22][CH2:21][CH2:20][CH2:19][CH2:18][C:17]([O:16][CH3:15])=[O:34])[CH:8]=1)([CH3:4])([CH3:2])[CH3:3], predict the reactants needed to synthesize it. The reactants are: [C:1]([O:5][C:6](=[O:14])[C:7]1[CH:12]=[CH:11][CH:10]=[C:9]([OH:13])[CH:8]=1)([CH3:4])([CH3:3])[CH3:2].[CH3:15][O:16][C:17](=[O:34])[CH:18](Br)[CH2:19][CH2:20][CH2:21][CH2:22][CH2:23][CH2:24][CH2:25][CH2:26][CH2:27][CH2:28][CH2:29][CH2:30][CH2:31][CH3:32].C([O-])([O-])=O.[K+].[K+].